Predict the reactants needed to synthesize the given product. From a dataset of Full USPTO retrosynthesis dataset with 1.9M reactions from patents (1976-2016). (1) Given the product [CH2:1]([N:8]1[C:12]([C:13]2[CH:14]=[CH:15][CH:16]=[CH:17][CH:18]=2)=[CH:11][CH:10]=[C:9]1[C:19]1[CH:20]=[C:21]2[C:26](=[CH:27][CH:28]=1)[CH:25]=[C:24]([O:29][CH:30]([CH2:35][C:36]1[CH:41]=[CH:40][CH:39]=[CH:38][CH:37]=1)[C:31]([OH:33])=[O:32])[CH:23]=[CH:22]2)[C:2]1[CH:7]=[CH:6][CH:5]=[CH:4][CH:3]=1, predict the reactants needed to synthesize it. The reactants are: [CH2:1]([N:8]1[C:12]([C:13]2[CH:18]=[CH:17][CH:16]=[CH:15][CH:14]=2)=[CH:11][CH:10]=[C:9]1[C:19]1[CH:20]=[C:21]2[C:26](=[CH:27][CH:28]=1)[CH:25]=[C:24]([O:29][CH:30]([CH2:35][C:36]1[CH:41]=[CH:40][CH:39]=[CH:38][CH:37]=1)[C:31]([O:33]C)=[O:32])[CH:23]=[CH:22]2)[C:2]1[CH:7]=[CH:6][CH:5]=[CH:4][CH:3]=1. (2) Given the product [N+:20]([C:16]1[CH:15]=[C:14]2[C:19]([C:11]([CH2:10][C:1]#[N:2])=[CH:12][NH:13]2)=[CH:18][CH:17]=1)([O-:22])=[O:21], predict the reactants needed to synthesize it. The reactants are: [CH3:1][N:2](C=O)C.CI.CN(C)[CH2:10][C:11]1[C:19]2[C:14](=[CH:15][C:16]([N+:20]([O-:22])=[O:21])=[CH:17][CH:18]=2)[NH:13][CH:12]=1.[C-]#N.[K+]. (3) The reactants are: [F:1][CH:2]([F:35])[CH2:3][O:4][C:5]1[C:13]2[CH2:12][N:11]([C:14]3[CH:19]=[CH:18][C:17]([CH2:20][C:21]([O:23]CC)=[O:22])=[CH:16][C:15]=3[F:26])[C:10](=[O:27])[C:9]=2[C:8]([O:28][CH2:29][CH3:30])=[C:7]2[CH:31]=[CH:32][CH:33]=[CH:34][C:6]=12.[OH-].[Na+]. Given the product [F:35][CH:2]([F:1])[CH2:3][O:4][C:5]1[C:13]2[CH2:12][N:11]([C:14]3[CH:19]=[CH:18][C:17]([CH2:20][C:21]([OH:23])=[O:22])=[CH:16][C:15]=3[F:26])[C:10](=[O:27])[C:9]=2[C:8]([O:28][CH2:29][CH3:30])=[C:7]2[CH:31]=[CH:32][CH:33]=[CH:34][C:6]=12, predict the reactants needed to synthesize it.